Task: Predict which catalyst facilitates the given reaction.. Dataset: Catalyst prediction with 721,799 reactions and 888 catalyst types from USPTO (1) Reactant: Cl[CH2:2][CH2:3][CH2:4][CH2:5][CH2:6][CH2:7][O:8][C:9]1[CH:14]=[CH:13][C:12](/[CH:15]=[CH:16]/[C:17]([O:19][C:20]2[CH:25]=[CH:24][C:23]([O:26][CH2:27][CH2:28][CH2:29][CH2:30][CH3:31])=[CH:22][CH:21]=2)=[O:18])=[CH:11][CH:10]=1.[NH2:32][C:33]1[CH:34]=[C:35]([CH:39]=[C:40]([NH2:42])[CH:41]=1)[C:36]([OH:38])=[O:37]. Product: [NH2:32][C:33]1[CH:34]=[C:35]([CH:39]=[C:40]([NH2:42])[CH:41]=1)[C:36]([O:38][CH2:2][CH2:3][CH2:4][CH2:5][CH2:6][CH2:7][O:8][C:9]1[CH:14]=[CH:13][C:12](/[CH:15]=[CH:16]/[C:17]([O:19][C:20]2[CH:25]=[CH:24][C:23]([O:26][CH2:27][CH2:28][CH2:29][CH2:30][CH3:31])=[CH:22][CH:21]=2)=[O:18])=[CH:11][CH:10]=1)=[O:37]. The catalyst class is: 711. (2) Product: [Br:1][C:2]1[CH:7]=[CH:6][CH:5]=[CH:4][C:3]=1[CH2:8][CH2:9][OH:10]. The catalyst class is: 1. Reactant: [Br:1][C:2]1[CH:7]=[CH:6][CH:5]=[CH:4][C:3]=1[CH2:8][C:9](O)=[O:10].[BH4-].[Na+].B(F)(F)F.CCOCC. (3) The catalyst class is: 538. Product: [F:8][C:5]1[CH:6]=[CH:7][C:2]([C:23]#[C:22][Si:19]([CH3:21])([CH3:20])[CH3:18])=[C:3]([CH2:9][C:10]([NH2:12])=[O:11])[CH:4]=1. Reactant: Br[C:2]1[CH:7]=[CH:6][C:5]([F:8])=[CH:4][C:3]=1[CH2:9][C:10]([NH2:12])=[O:11].F[B-](F)(F)F.[CH3:18][Si:19]([C:22]#[CH:23])([CH3:21])[CH3:20].CCN(CC)CC. (4) Reactant: [Br:1][C:2]1[CH:3]=[C:4]2[C:9](=[CH:10][CH:11]=1)[N:8]=[C:7](Cl)[CH:6]=[CH:5]2.[CH3:13][NH:14][CH3:15]. Product: [Br:1][C:2]1[CH:3]=[C:4]2[C:9](=[CH:10][CH:11]=1)[N:8]=[C:7]([N:14]([CH3:15])[CH3:13])[CH:6]=[CH:5]2. The catalyst class is: 13. (5) Reactant: [CH3:1][C:2]1[CH:3]([C:10]2[CH:17]=[CH:16][CH:15]=[CH:14][C:11]=2[CH:12]=O)[C:4]([CH3:9])=[C:5]([CH3:8])[C:6]=1[CH3:7].C(O)(=O)C.[CH:22]([C:25]1[CH:31]=[CH:30][CH:29]=[C:28]([CH:32]([CH3:34])[CH3:33])[C:26]=1[NH2:27])([CH3:24])[CH3:23]. Product: [CH3:1][C:2]1[CH:3]([C:10]2[CH:17]=[CH:16][CH:15]=[CH:14][C:11]=2[CH:12]=[N:27][C:26]2[C:28]([CH:32]([CH3:33])[CH3:34])=[CH:29][CH:30]=[CH:31][C:25]=2[CH:22]([CH3:24])[CH3:23])[C:4]([CH3:9])=[C:5]([CH3:8])[C:6]=1[CH3:7]. The catalyst class is: 8. (6) Reactant: B(Br)(Br)Br.C[O:6][C:7]1[CH:12]=[CH:11][C:10]([O:13][C:14]2[CH:19]=[CH:18][C:17]([Cl:20])=[CH:16][CH:15]=2)=[CH:9][CH:8]=1. Product: [Cl:20][C:17]1[CH:18]=[CH:19][C:14]([O:13][C:10]2[CH:11]=[CH:12][C:7]([OH:6])=[CH:8][CH:9]=2)=[CH:15][CH:16]=1. The catalyst class is: 4. (7) Reactant: [F:1][C:2]([F:34])([F:33])[CH:3]1[CH2:8][CH2:7][C:6]([C:23]2[CH:32]=[CH:31][C:26]([C:27]([O:29][CH3:30])=[O:28])=[CH:25][CH:24]=2)([C:9]2[CH:14]=[CH:13][C:12](OS(C(F)(F)F)(=O)=O)=[CH:11][CH:10]=2)[CH2:5][CH2:4]1.[NH:35]1[C:44]2[C:39](=[CH:40][CH:41]=[CH:42][CH:43]=2)[CH2:38][CH2:37][CH2:36]1.C(P(C(C)(C)C)C1C=CC=CC=1C1C=CC=CC=1)(C)(C)C.CC(C)([O-])C.[Na+]. Product: [N:35]1([C:12]2[CH:13]=[CH:14][C:9]([C:6]3([C:23]4[CH:32]=[CH:31][C:26]([C:27]([O:29][CH3:30])=[O:28])=[CH:25][CH:24]=4)[CH2:7][CH2:8][CH:3]([C:2]([F:34])([F:1])[F:33])[CH2:4][CH2:5]3)=[CH:10][CH:11]=2)[C:44]2[C:39](=[CH:40][CH:41]=[CH:42][CH:43]=2)[CH2:38][CH2:37][CH2:36]1. The catalyst class is: 487. (8) Reactant: [CH3:1][C:2]1[CH:7]=[C:6]([CH3:8])[NH:5][C:4](=[O:9])[C:3]=1[CH2:10][NH:11][C:12]([C:14]1[C:15]2[CH:32]=[N:31][N:30]([CH:33]([CH3:35])[CH3:34])[C:16]=2[N:17]=[C:18]([C:20]2[CH2:21][C:22]([CH3:29])([CH3:28])[NH:23][C:24]([CH3:27])([CH3:26])[CH:25]=2)[CH:19]=1)=[O:13]. Product: [CH3:1][C:2]1[CH:7]=[C:6]([CH3:8])[NH:5][C:4](=[O:9])[C:3]=1[CH2:10][NH:11][C:12]([C:14]1[C:15]2[CH:32]=[N:31][N:30]([CH:33]([CH3:35])[CH3:34])[C:16]=2[N:17]=[C:18]([CH:20]2[CH2:25][C:24]([CH3:26])([CH3:27])[NH:23][C:22]([CH3:29])([CH3:28])[CH2:21]2)[CH:19]=1)=[O:13]. The catalyst class is: 19. (9) Reactant: [NH:1]1[C:9]2[C:4](=[CH:5][CH:6]=[CH:7][C:8]=2[NH:10][S:11]([CH3:14])(=[O:13])=[O:12])[CH:3]=[CH:2]1.[CH3:15][C:16]1[NH:17][C:18]2[CH:24]=[C:23]([C:25](O)([CH2:28][CH3:29])[CH2:26][CH3:27])[CH:22]=[CH:21][C:19]=2[N:20]=1.C(O)(C(F)(F)F)=O. Product: [CH2:26]([C:25]([C:3]1[C:4]2[C:9](=[C:8]([NH:10][S:11]([CH3:14])(=[O:12])=[O:13])[CH:7]=[CH:6][CH:5]=2)[NH:1][CH:2]=1)([C:23]1[CH:22]=[CH:21][C:19]2[N:20]=[C:16]([CH3:15])[NH:17][C:18]=2[CH:24]=1)[CH2:28][CH3:29])[CH3:27]. The catalyst class is: 2.